From a dataset of Experimentally validated miRNA-target interactions with 360,000+ pairs, plus equal number of negative samples. Binary Classification. Given a miRNA mature sequence and a target amino acid sequence, predict their likelihood of interaction. The miRNA is dme-miR-9a-5p with sequence UCUUUGGUUAUCUAGCUGUAUGA. The protein sequence of the target gene is MADDEAEQERLSGGGCAAELRRLGERLQELERRLCESREPAVEAAAAYCRQLCQTLLEYAEKWKTSEDPLPLLEVYTVAIQSYVKARPYLTSECESVALVLERLALSCVELLLCLPVELSDKQWEQFQTLVQVAHETLMESGSCELQFLATLAQETGVWKNAVLSTILSQEPLDKEKVNEFLAFEGPILLDMRIKHLIKTNQLSQATALAKLCSDHPEIGTKGSFKQTYLVCLCTSSPSEKLIEEISEVDCKDALEMICNLESEGDEKSALVLCTAFLSRQLQQGDMYCAWELTLFWSKL.... Result: 0 (no interaction).